Dataset: Forward reaction prediction with 1.9M reactions from USPTO patents (1976-2016). Task: Predict the product of the given reaction. (1) Given the reactants C12N(C3C=NC4C(=CC=CC=4)N=3)CC1CCNC2.[C@@H:19]12[NH:26][CH2:25][C@@H:24]1[CH2:23][CH2:22][N:21]([C:27]([C:29]1[CH:34]=[C:33]([F:35])[CH:32]=[CH:31][C:30]=1[N:36]1[N:40]=[CH:39][CH:38]=[N:37]1)=[O:28])[CH2:20]2.Cl[C:42]1[CH:47]=[C:46]([NH:48][CH:49]2[CH2:51][CH2:50]2)[N:45]=[CH:44][N:43]=1, predict the reaction product. The product is: [CH:49]1([NH:48][C:46]2[CH:47]=[C:42]([N:26]3[C@@H:19]4[C@@H:24]([CH2:23][CH2:22][N:21]([C:27]([C:29]5[CH:34]=[C:33]([F:35])[CH:32]=[CH:31][C:30]=5[N:36]5[N:40]=[CH:39][CH:38]=[N:37]5)=[O:28])[CH2:20]4)[CH2:25]3)[N:43]=[CH:44][N:45]=2)[CH2:51][CH2:50]1. (2) Given the reactants [CH3:1][N:2]1[CH2:8][CH2:7][CH:6]([OH:9])[C:5]2[CH:10]=[CH:11][O:12][C:4]=2[CH2:3]1.[CH3:13][NH:14][C:15]([C:17]1[C:18]([Cl:24])=[C:19](F)[CH:20]=[CH:21][CH:22]=1)=[O:16], predict the reaction product. The product is: [ClH:24].[CH3:13][NH:14][C:15]([C:17]1[C:18]([Cl:24])=[C:19]([O:9][CH:6]2[CH2:7][CH2:8][N:2]([CH3:1])[CH2:3][C:4]3[O:12][CH:11]=[CH:10][C:5]2=3)[CH:20]=[CH:21][CH:22]=1)=[O:16]. (3) Given the reactants [F:1][C:2]1[CH:3]=[C:4]([CH:28]=[C:29]([NH:31][CH2:32][C:33]2[CH:38]=[CH:37][C:36]([O:39][CH3:40])=[CH:35][CH:34]=2)[CH:30]=1)[CH2:5][N:6]1[C:11]([C:12](C2C=CC(C)=CC=2C#N)=[O:13])=[C:10]([CH:23]([CH3:25])[CH3:24])[C:9](=[O:26])[NH:8][C:7]1=[O:27].C([N:43]([CH2:46][CH3:47])CC)C.[F:55][C:54]([F:57])([F:56])[C:53](O[C:53](=[O:58])[C:54]([F:57])([F:56])[F:55])=[O:58].O, predict the reaction product. The product is: [C:46]([C:47]1[CH:30]=[C:2]([CH:3]=[C:4]([CH3:28])[CH:5]=1)[C:12]([C:11]1[N:6]([CH2:5][C:4]2[CH:28]=[C:29]([N:31]([CH2:32][C:33]3[CH:38]=[CH:37][C:36]([O:39][CH3:40])=[CH:35][CH:34]=3)[C:53](=[O:58])[C:54]([F:55])([F:56])[F:57])[CH:30]=[C:2]([F:1])[CH:3]=2)[C:7](=[O:27])[NH:8][C:9](=[O:26])[C:10]=1[CH:23]([CH3:24])[CH3:25])=[O:13])#[N:43]. (4) Given the reactants Cl.[NH2:2][C:3]1[C:4]([CH3:28])=[C:5]2[C:10]([NH:11][C:12]3[CH:17]=[CH:16][C:15]([O:18][C:19]4[CH:24]=[CH:23][CH:22]=[CH:21][CH:20]=4)=[CH:14][CH:13]=3)=[C:9]([C:25]#[N:26])[CH:8]=[N:7][N:6]2[CH:27]=1.Cl[C:30]1[S:31][C:32]2[CH:38]=[CH:37][CH:36]=[CH:35][C:33]=2[N:34]=1, predict the reaction product. The product is: [S:31]1[C:32]2[CH:38]=[CH:37][CH:36]=[CH:35][C:33]=2[N:34]=[C:30]1[NH:2][C:3]1[C:4]([CH3:28])=[C:5]2[C:10]([NH:11][C:12]3[CH:13]=[CH:14][C:15]([O:18][C:19]4[CH:24]=[CH:23][CH:22]=[CH:21][CH:20]=4)=[CH:16][CH:17]=3)=[C:9]([C:25]#[N:26])[CH:8]=[N:7][N:6]2[CH:27]=1.